From a dataset of Catalyst prediction with 721,799 reactions and 888 catalyst types from USPTO. Predict which catalyst facilitates the given reaction. (1) Reactant: Cl.[C:2]([O:6][C:7](=[O:11])[CH2:8][CH2:9][NH2:10])([CH3:5])([CH3:4])[CH3:3].C(N(CC)CC)C.[C:19]([O:23][C:24]([CH3:27])([CH3:26])[CH3:25])(=[O:22])[CH:20]=[CH2:21]. Product: [C:2]([O:6][C:7](=[O:11])[CH2:8][CH2:9][NH:10][CH2:21][CH2:20][C:19]([O:23][C:24]([CH3:27])([CH3:26])[CH3:25])=[O:22])([CH3:5])([CH3:4])[CH3:3]. The catalyst class is: 3. (2) Reactant: [N+:1]([O-:4])([OH:3])=[O:2].[NH2:5][C@H:6]([C:11]([OH:13])=[O:12])[CH2:7][CH2:8][CH2:9][NH2:10].[N+:14]([O-:17])([OH:16])=[O:15].[NH2:18][C@H:19]([C:24]([OH:26])=[O:25])[CH2:20][CH2:21][CH2:22][NH2:23]. The catalyst class is: 6. Product: [N+:1]([O-:4])([OH:3])=[O:2].[N+:14]([O-:17])([OH:16])=[O:15].[NH2:5][C@H:6]([C:11]([OH:13])=[O:12])[CH2:7][CH2:8][CH2:9][NH2:10].[N+:1]([O-:4])([OH:3])=[O:2].[N+:1]([O-:4])([OH:3])=[O:2].[N+:1]([O-:4])([OH:3])=[O:2].[NH2:18][C@H:19]([C:24]([OH:26])=[O:25])[CH2:20][CH2:21][CH2:22][NH2:23]. (3) Reactant: [C:1]([N:8]1[CH2:13][CH2:12][CH:11]([CH2:14][C:15]2[CH:20]=[CH:19][CH:18]=[CH:17]C=2)[CH2:10][CH:9]1[CH3:21])(OC(C)(C)C)=O.FC(F)(F)C(O)=O.C([N:32](C(C)C)CC)(C)C.[NH:38]1[C:46]2[C:41](=[CH:42][C:43]([C:47]([OH:49])=O)=[CH:44][CH:45]=2)[CH:40]=C1.CCN=C=NCCCN(C)C. Product: [CH3:21][C@H:9]1[CH2:10][C@@H:11]([C:14]2[CH:15]=[CH:20][CH:19]=[CH:18][CH:17]=2)[CH2:12][CH2:13][N:8]1[C:1]1[NH:38][C:46]2[C:41]([CH:40]=1)=[CH:42][C:43]([C:47]([NH2:32])=[O:49])=[CH:44][CH:45]=2. The catalyst class is: 46. (4) Reactant: [CH:1]([CH:4]1[C:12]2[C:7](=[CH:8][C:9]([N+:24]([O-])=O)=[C:10]([NH:13][C:14](=O)[C:15]3[CH:20]=[CH:19][C:18]([O:21][CH3:22])=[CH:17][CH:16]=3)[CH:11]=2)[N:6]([CH3:27])[C:5]1=[O:28])([CH3:3])[CH3:2]. Product: [CH:1]([CH:4]1[C:12]2[CH:11]=[C:10]3[NH:13][C:14]([C:15]4[CH:20]=[CH:19][C:18]([O:21][CH3:22])=[CH:17][CH:16]=4)=[N:24][C:9]3=[CH:8][C:7]=2[N:6]([CH3:27])[C:5]1=[O:28])([CH3:3])[CH3:2]. The catalyst class is: 181.